Dataset: Forward reaction prediction with 1.9M reactions from USPTO patents (1976-2016). Task: Predict the product of the given reaction. Given the reactants [Cl:1][C:2]1[CH:7]=[CH:6][CH:5]=[CH:4][C:3]=1[C:8]1[C:16]2[O:15][CH:14]([CH2:17][OH:18])[CH2:13][C:12]=2[CH:11]=[CH:10][C:9]=1[Cl:19].[C:20]1([CH3:30])[CH:25]=[CH:24][C:23]([S:26](Cl)(=[O:28])=[O:27])=[CH:22][CH:21]=1, predict the reaction product. The product is: [CH3:30][C:20]1[CH:25]=[CH:24][C:23]([S:26]([O:18][CH2:17][CH:14]2[CH2:13][C:12]3[CH:11]=[CH:10][C:9]([Cl:19])=[C:8]([C:3]4[CH:4]=[CH:5][CH:6]=[CH:7][C:2]=4[Cl:1])[C:16]=3[O:15]2)(=[O:28])=[O:27])=[CH:22][CH:21]=1.